The task is: Predict the reactants needed to synthesize the given product.. This data is from Retrosynthesis with 50K atom-mapped reactions and 10 reaction types from USPTO. (1) Given the product CC[C@@H]1C(=O)N(C2CCCC2)c2ccc(F)cc2N1C(=O)c1ccc(O)cc1, predict the reactants needed to synthesize it. The reactants are: CC[C@@H]1C(=O)N(C2CCCC2)c2ccc(F)cc2N1C(=O)c1ccc(OC)cc1. (2) Given the product CC(=O)N(C[C@@H]1OC(=O)N2c3ccc(-c4ccc(-n5cnnn5)nc4)cc3C[C@@H]12)C(=O)OCCl, predict the reactants needed to synthesize it. The reactants are: CC(=O)NC[C@@H]1OC(=O)N2c3ccc(-c4ccc(-n5cnnn5)nc4)cc3C[C@@H]12.O=C(Cl)OCCl. (3) Given the product CC(CC(C)(C)O)=NO, predict the reactants needed to synthesize it. The reactants are: CC(=O)CC(C)(C)O.NO. (4) Given the product COC(=O)c1sc(C(C)(C)C)nc1CNc1cccc(B2OC(C)(C)C(C)(C)O2)c1CO[Si](C)(C)C(C)(C)C, predict the reactants needed to synthesize it. The reactants are: CC1(C)OB(c2cccc(N)c2CO[Si](C)(C)C(C)(C)C)OC1(C)C.COC(=O)c1sc(C(C)(C)C)nc1CBr. (5) The reactants are: CN(C)C=O.COc1ncc(C)c(-c2ccc(-c3c(C(=O)O)cnn3[C@H]3CCOC3)c(F)c2)c1C. Given the product COc1ncc(C)c(-c2ccc(-c3c(C(N)=O)cnn3[C@H]3CCOC3)c(F)c2)c1C, predict the reactants needed to synthesize it. (6) Given the product CN1CCOc2nc(Cl)ccc2C1=O, predict the reactants needed to synthesize it. The reactants are: CN(CCO)C(=O)c1ccc(Cl)nc1Cl. (7) Given the product COC(=O)Cn1nncc1/C=C1\CN(C(C(=O)C2CC2)c2ccccc2F)CCC1SC(C)=O, predict the reactants needed to synthesize it. The reactants are: COC(=O)Cn1nncc1/C=C1\CNCCC1SC(C)=O.O=C(C1CC1)C(Br)c1ccccc1F.